From a dataset of Peptide-MHC class II binding affinity with 134,281 pairs from IEDB. Regression. Given a peptide amino acid sequence and an MHC pseudo amino acid sequence, predict their binding affinity value. This is MHC class II binding data. (1) The peptide sequence is MLGARYLEFEALGFL. The MHC is HLA-DQA10303-DQB10402 with pseudo-sequence HLA-DQA10303-DQB10402. The binding affinity (normalized) is 0. (2) The peptide sequence is EEFVAEFDLPGIK. The MHC is DRB1_0401 with pseudo-sequence DRB1_0401. The binding affinity (normalized) is 0.561. (3) The MHC is HLA-DPA10201-DPB10501 with pseudo-sequence HLA-DPA10201-DPB10501. The peptide sequence is MAEMKTDAATLAQEA. The binding affinity (normalized) is 0.165. (4) The peptide sequence is ESYKFIPALEAAVKQ. The MHC is HLA-DPA10201-DPB10501 with pseudo-sequence HLA-DPA10201-DPB10501. The binding affinity (normalized) is 0.564. (5) The peptide sequence is KGDEQKLRSAGELEL. The MHC is DRB1_0401 with pseudo-sequence DRB1_0401. The binding affinity (normalized) is 0.